From a dataset of Forward reaction prediction with 1.9M reactions from USPTO patents (1976-2016). Predict the product of the given reaction. (1) Given the reactants [CH3:1][C@@H:2]1[CH2:7][CH2:6][CH2:5][NH:4][C@@H:3]1[CH2:8][N:9]1C(=O)C2C(=CC=CC=2)C1=O.CCN(C(C)C)C(C)C.Cl[C:30]([O:32][CH2:33][CH:34]=[CH2:35])=[O:31].C(=O)([O-])N.O.NN, predict the reaction product. The product is: [NH2:9][CH2:8][C@@H:3]1[C@H:2]([CH3:1])[CH2:7][CH2:6][CH2:5][N:4]1[C:30]([O:32][CH2:33][CH:34]=[CH2:35])=[O:31]. (2) Given the reactants Cl.Cl.Cl.[S:4]1[C:8]([C:9]2[CH:14]=[CH:13][N:12]=[C:11]([NH:15][CH2:16][CH2:17][CH2:18][N:19]3[CH2:24][CH2:23][N:22]([CH3:25])[CH2:21][CH2:20]3)[N:10]=2)=[CH:7][C:6]2[CH:26]=[CH:27][CH:28]=[CH:29][C:5]1=2.[Cl:30]C1N=C(C2SC3C(Cl)=CC=CC=3C=2)C=CN=1.NCCCN1CCN(C)CC1, predict the reaction product. The product is: [Cl:30][C:29]1[C:5]2[S:4][C:8]([C:9]3[CH:14]=[CH:13][N:12]=[C:11]([NH:15][CH2:16][CH2:17][CH2:18][N:19]4[CH2:20][CH2:21][N:22]([CH3:25])[CH2:23][CH2:24]4)[N:10]=3)=[CH:7][C:6]=2[CH:26]=[CH:27][CH:28]=1. (3) Given the reactants [C:1]([OH:12])(=O)[C:2]1[CH:10]=[CH:9][C:7](O)=[C:4](OC)[CH:3]=1.C(O)(=O)C1C=C(OC)C(O)=C(OC)C=1.OC1C=CC(C(O)=O)=CC=1.C(O)(=O)C1C=CC(O)=C(O)C=1.C(O)(=O)/C=C/C1C=CC(O)=C(OC)C=1.[CH2:62]1[C:71]2[C:66](=[CH:67][C:68](O)=[CH:69][C:70]=2O)O[C@H](C2C=CC(O)=C(O)C=2)[C@H:63]1[OH:82].C1C([C@H]2OC3C=C(O)C=C(O)C=3C[C@H]2O)=CC(O)=C(O)C=1.C1C(C2OC3C=C(O)C=C(O)C=3CC2O)=CC(O)=C(O)C=1, predict the reaction product. The product is: [O:12]1[C:66]2[C:71](=[CH:70][CH:69]=[CH:68][CH:67]=2)[CH2:62][CH:63]([OH:82])[CH:1]1[C:2]1[CH:3]=[CH:4][CH:7]=[CH:9][CH:10]=1. (4) Given the reactants Cl.C([O:4][C:5](=[O:8])[CH2:6][NH2:7])C.Cl.C(N=C=NCCCN(C)C)C.ON1C2N=CC=CC=2N=N1.N1C(C)=CC=CC=1C.[Br:39][C:40]1[N:41]([C:50]2[C:59]3[C:54](=[CH:55][CH:56]=[CH:57][CH:58]=3)[C:53]([CH:60]3[CH2:62][CH2:61]3)=[CH:52][CH:51]=2)[C:42]([S:45][CH2:46][C:47](O)=[O:48])=[N:43][N:44]=1, predict the reaction product. The product is: [Br:39][C:40]1[N:41]([C:50]2[C:59]3[C:54](=[CH:55][CH:56]=[CH:57][CH:58]=3)[C:53]([CH:60]3[CH2:62][CH2:61]3)=[CH:52][CH:51]=2)[C:42]([S:45][CH2:46][C:47]([NH:7][CH2:6][C:5]([OH:4])=[O:8])=[O:48])=[N:43][N:44]=1. (5) Given the reactants [Cl:1][C:2]1[CH:7]=[CH:6][C:5]([CH2:8][C:9](=O)[CH2:10][C:11]#[N:12])=[CH:4][CH:3]=1.[CH3:14][NH:15][NH2:16].CCO, predict the reaction product. The product is: [Cl:1][C:2]1[CH:7]=[CH:6][C:5]([CH2:8][C:9]2[CH:10]=[C:11]([NH2:12])[N:15]([CH3:14])[N:16]=2)=[CH:4][CH:3]=1.